From a dataset of Catalyst prediction with 721,799 reactions and 888 catalyst types from USPTO. Predict which catalyst facilitates the given reaction. (1) Reactant: [OH:1][C:2]([C:4](F)(F)F)=O.[NH2:8][CH2:9][CH2:10][CH2:11][C:12]1[CH:17]=[CH:16][C:15]([N:18]2[S:22](=[O:24])(=[O:23])[N:21]([CH2:25][CH2:26][Si:27]([CH3:30])([CH3:29])[CH3:28])[C:20](=[O:31])[CH2:19]2)=[C:14]([O:32][CH2:33][C:34]2[CH:39]=[CH:38][CH:37]=[CH:36][CH:35]=2)[CH:13]=1.C(N(C(C)C)CC)(C)C.C(Cl)(=O)C. Product: [CH2:33]([O:32][C:14]1[CH:13]=[C:12]([CH2:11][CH2:10][CH2:9][NH:8][C:2](=[O:1])[CH3:4])[CH:17]=[CH:16][C:15]=1[N:18]1[CH2:19][C:20](=[O:31])[N:21]([CH2:25][CH2:26][Si:27]([CH3:28])([CH3:29])[CH3:30])[S:22]1(=[O:24])=[O:23])[C:34]1[CH:35]=[CH:36][CH:37]=[CH:38][CH:39]=1. The catalyst class is: 2. (2) Reactant: [NH2:1][C:2]1[N:6]([C:7]2[C:12]([CH3:13])=[CH:11][CH:10]=[CH:9][C:8]=2[CH3:14])[N:5]=[CH:4][C:3]=1[C:15]#[N:16].[OH:17]O.N. Product: [NH2:1][C:2]1[N:6]([C:7]2[C:12]([CH3:13])=[CH:11][CH:10]=[CH:9][C:8]=2[CH3:14])[N:5]=[CH:4][C:3]=1[C:15]([NH2:16])=[O:17]. The catalyst class is: 412. (3) Reactant: CN(C(O[N:16]1N=[N:16][C:11]2[CH:12]=[CH:13][CH:13]=[CH:12][C:11]1=2)=[N+](C)C)C.[B-](F)(F)(F)F.C(N(C(C)C)CC)(C)C.[Br:32][C:33]1[C:34]([NH:48][C:49]([C:51]2[N:55]([CH3:56])[N:54]=[CH:53][C:52]=2[C:57](O)=[O:58])=[O:50])=[CH:35][C:36]2[N:37]([CH:39]=[C:40]([C:42]3[CH:47]=[CH:46][CH:45]=[CH:44][CH:43]=3)[N:41]=2)[CH:38]=1.N1CCC1. Product: [Br:32][C:33]1[C:34]([NH:48][C:49]([C:51]2[N:55]([CH3:56])[N:54]=[CH:53][C:52]=2[C:57]([N:16]2[CH2:13][CH2:12][CH2:11]2)=[O:58])=[O:50])=[CH:35][C:36]2[N:37]([CH:39]=[C:40]([C:42]3[CH:43]=[CH:44][CH:45]=[CH:46][CH:47]=3)[N:41]=2)[CH:38]=1. The catalyst class is: 39.